Dataset: NCI-60 drug combinations with 297,098 pairs across 59 cell lines. Task: Regression. Given two drug SMILES strings and cell line genomic features, predict the synergy score measuring deviation from expected non-interaction effect. (1) Drug 1: CNC(=O)C1=CC=CC=C1SC2=CC3=C(C=C2)C(=NN3)C=CC4=CC=CC=N4. Drug 2: CC1CCCC2(C(O2)CC(NC(=O)CC(C(C(=O)C(C1O)C)(C)C)O)C(=CC3=CSC(=N3)C)C)C. Cell line: HCC-2998. Synergy scores: CSS=22.6, Synergy_ZIP=-0.762, Synergy_Bliss=4.28, Synergy_Loewe=-27.2, Synergy_HSA=5.30. (2) Drug 1: C1CCC(CC1)NC(=O)N(CCCl)N=O. Drug 2: C1=CC(=CC=C1C#N)C(C2=CC=C(C=C2)C#N)N3C=NC=N3. Cell line: SR. Synergy scores: CSS=49.0, Synergy_ZIP=0.808, Synergy_Bliss=-0.689, Synergy_Loewe=-0.973, Synergy_HSA=0.708. (3) Drug 1: CC12CCC(CC1=CCC3C2CCC4(C3CC=C4C5=CN=CC=C5)C)O. Drug 2: B(C(CC(C)C)NC(=O)C(CC1=CC=CC=C1)NC(=O)C2=NC=CN=C2)(O)O. Cell line: A549. Synergy scores: CSS=2.15, Synergy_ZIP=-2.75, Synergy_Bliss=-3.71, Synergy_Loewe=-3.13, Synergy_HSA=-3.24. (4) Drug 1: CC1=C(C=C(C=C1)C(=O)NC2=CC(=CC(=C2)C(F)(F)F)N3C=C(N=C3)C)NC4=NC=CC(=N4)C5=CN=CC=C5. Drug 2: C(CCl)NC(=O)N(CCCl)N=O. Cell line: SF-539. Synergy scores: CSS=15.3, Synergy_ZIP=-4.50, Synergy_Bliss=-1.00, Synergy_Loewe=3.53, Synergy_HSA=0.769. (5) Drug 1: C1CN1P(=S)(N2CC2)N3CC3. Drug 2: C1C(C(OC1N2C=NC3=C2NC=NCC3O)CO)O. Cell line: MCF7. Synergy scores: CSS=15.3, Synergy_ZIP=-2.44, Synergy_Bliss=-2.52, Synergy_Loewe=-0.211, Synergy_HSA=0.336.